From a dataset of Forward reaction prediction with 1.9M reactions from USPTO patents (1976-2016). Predict the product of the given reaction. (1) Given the reactants ClC1C(F)=CC(F)=C(C=1)C(NS(C)(=O)=O)=O.[Cl:17][C:18]1[C:19](F)=[CH:20][C:21]([F:32])=[C:22]([CH:31]=1)[C:23]([NH:25][S:26]([CH2:29][CH3:30])(=[O:28])=[O:27])=[O:24].C12(CO)CC3CC(CC(C3)C1)C2.[CH2:46]1[C:48]2([CH2:53][CH2:52][CH:51]([CH2:54][OH:55])[CH2:50][CH2:49]2)[CH2:47]1, predict the reaction product. The product is: [Cl:17][C:18]1[C:19]([O:55][CH2:54][CH:51]2[CH2:52][CH2:53][C:48]3([CH2:46][CH2:47]3)[CH2:49][CH2:50]2)=[CH:20][C:21]([F:32])=[C:22]([CH:31]=1)[C:23]([NH:25][S:26]([CH2:29][CH3:30])(=[O:28])=[O:27])=[O:24]. (2) Given the reactants N1(C(OC[CH:13]2[C:25]3[C:20](=CC=C[CH:24]=3)[C:19]3[C:14]2=[CH:15][CH:16]=[CH:17][CH:18]=3)=O)CCC[C@H]1C(O)=O.C1C=CC2N(O)N=[N:32]C=2C=1.C(N=C=NC(C)C)(C)C.N1(C(OCC2C3C(=CC=CC=3)C3C2=CC=CC=3)=O)CCC[C@H]1C(O)=O.C[N:71]([CH:73]=[O:74])C, predict the reaction product. The product is: [NH2:32][C@H:24]([C:73]([NH2:71])=[O:74])[CH:25]([CH3:13])[CH3:20].[CH2:14]1[CH2:19][CH2:18][CH2:17][CH2:16][CH2:15]1. (3) Given the reactants [CH3:1][O:2][C:3]([C:5]1([C:11]#[N:12])[CH2:7][CH:6]1[CH:8]([CH3:10])[CH3:9])=[O:4].[BH4-].[Na+].[C:15]([O:19][C:20](O[C:20]([O:19][C:15]([CH3:18])([CH3:17])[CH3:16])=[O:21])=[O:21])([CH3:18])([CH3:17])[CH3:16], predict the reaction product. The product is: [CH3:1][O:2][C:3]([C:5]1([CH2:11][NH:12][C:20]([O:19][C:15]([CH3:18])([CH3:17])[CH3:16])=[O:21])[CH2:7][CH:6]1[CH:8]([CH3:9])[CH3:10])=[O:4]. (4) Given the reactants Cl[C:2]1[CH:7]=[CH:6][CH:5]=[C:4]([N+:8]([O-:10])=[O:9])[C:3]=1[C:11](=[O:13])[CH3:12].[CH3:14][N:15]1[CH2:20][CH2:19][NH:18][CH2:17][CH2:16]1, predict the reaction product. The product is: [CH3:14][N:15]1[CH2:20][CH2:19][N:18]([C:2]2[CH:7]=[CH:6][CH:5]=[C:4]([N+:8]([O-:10])=[O:9])[C:3]=2[C:11](=[O:13])[CH3:12])[CH2:17][CH2:16]1. (5) The product is: [NH2:10][C:11]1[N:16]=[C:15]([OH:17])[C:14]([S:1][C:2]2[CH:7]=[CH:6][C:5]([CH2:8][OH:9])=[CH:4][CH:3]=2)=[C:13]([CH3:19])[N:12]=1. Given the reactants [SH:1][C:2]1[CH:7]=[CH:6][C:5]([CH2:8][OH:9])=[CH:4][CH:3]=1.[NH2:10][C:11]1[N:16]=[C:15]([OH:17])[C:14](Br)=[C:13]([CH3:19])[N:12]=1.O.Cl, predict the reaction product. (6) Given the reactants [CH3:1][N:2]([CH3:10])[C:3]1[CH:4]=[C:5]([OH:9])[CH:6]=[CH:7][CH:8]=1.[Cl:11][C:12]1[CH:13]=[C:14]([N+:19]([O-])=O)[CH:15]=[CH:16][C:17]=1F.C(=O)([O-])[O-].[K+].[K+].ClC1C=C([N+]([O-])=O)C=CC=1OC1C=C(C=CC=1)C(NC(C)(C(O)=O)C)=O, predict the reaction product. The product is: [NH2:19][C:14]1[CH:15]=[CH:16][C:17]([O:9][C:5]2[CH:4]=[C:3]([CH:8]=[CH:7][CH:6]=2)[N:2]([CH3:10])[CH3:1])=[C:12]([Cl:11])[CH:13]=1. (7) Given the reactants [NH2:1][C:2]1[N:7]=[CH:6][C:5]([C:8]([OH:10])=[O:9])=[CH:4][CH:3]=1.OS(O)(=O)=O.[CH3:16]O, predict the reaction product. The product is: [NH2:1][C:2]1[N:7]=[CH:6][C:5]([C:8]([O:10][CH3:16])=[O:9])=[CH:4][CH:3]=1. (8) Given the reactants [Cl:1][C:2]1[CH:7]=[C:6]([CH2:8][O:9][C:10]2[CH:19]=[C:18]3[C:13]([C:14]([O:20]C4C=CC=CC=4)=[N:15][CH:16]=[N:17]3)=[CH:12][C:11]=2[O:27][CH3:28])[CH:5]=[C:4]([O:29]C)[N:3]=1.N, predict the reaction product. The product is: [Cl:1][C:2]1[NH:3][C:4](=[O:29])[CH:5]=[C:6]([CH2:8][O:9][C:10]2[CH:19]=[C:18]3[C:13]([C:14](=[O:20])[NH:15][CH:16]=[N:17]3)=[CH:12][C:11]=2[O:27][CH3:28])[CH:7]=1. (9) Given the reactants O=C[C@@H]([C@H]([C@@H](CO)O)O)O.[CH:11]1[C:16]([CH2:17][CH2:18][CH2:19][C:20]([OH:22])=[O:21])=[CH:15][CH:14]=[C:13](N(CCCl)CCCl)[CH:12]=1, predict the reaction product. The product is: [C:16]1([CH2:17][CH2:18][CH2:19][C:20]([OH:22])=[O:21])[CH:11]=[CH:12][CH:13]=[CH:14][CH:15]=1. (10) Given the reactants [C:1]([C:3]1[CH:4]=[CH:5][C:6]2[N:10]=[N:9][NH:8][C:7]=2[CH:11]=1)#[N:2].[Cl:12][CH2:13][CH2:14][CH2:15][CH2:16]Br, predict the reaction product. The product is: [C:1]([C:3]1[CH:4]=[CH:5][C:6]2[N:10]=[N:9][N:8]([CH2:16][CH2:15][CH2:14][CH2:13][Cl:12])[C:7]=2[CH:11]=1)#[N:2].